Dataset: Full USPTO retrosynthesis dataset with 1.9M reactions from patents (1976-2016). Task: Predict the reactants needed to synthesize the given product. (1) Given the product [F:52][C:2]([F:1])([F:51])[C:3]1[CH:4]=[C:5]([C:13]([CH3:49])([CH3:50])[C:14]([N:16]([CH3:48])[C:17]2[C:18]([C:40]3[CH:45]=[CH:44][C:43]([F:46])=[CH:42][C:41]=3[CH3:47])=[CH:19][C:20]([C@@H:23]3[NH:27][C@@:26]([CH3:39])([C:35]([O:37][CH3:38])=[O:36])[CH2:25][CH2:24]3)=[N:21][CH:22]=2)=[O:15])[CH:6]=[C:7]([C:9]([F:11])([F:12])[F:10])[CH:8]=1, predict the reactants needed to synthesize it. The reactants are: [F:1][C:2]([F:52])([F:51])[C:3]1[CH:4]=[C:5]([C:13]([CH3:50])([CH3:49])[C:14]([N:16]([CH3:48])[C:17]2[C:18]([C:40]3[CH:45]=[CH:44][C:43]([F:46])=[CH:42][C:41]=3[CH3:47])=[CH:19][C:20]([C@@H:23]3[N:27](C(OC(C)(C)C)=O)[C@@:26]([CH3:39])([C:35]([O:37][CH3:38])=[O:36])[CH2:25][CH2:24]3)=[N:21][CH:22]=2)=[O:15])[CH:6]=[C:7]([C:9]([F:12])([F:11])[F:10])[CH:8]=1.C(O)(C(F)(F)F)=O. (2) Given the product [ClH:29].[F:1][C:2]1[CH:28]=[N:27][C:26]2[C:4](=[N:5][N:6]3[C:11]([CH:12]4[CH2:17][CH2:16][NH:15][CH2:14][CH2:13]4)=[CH:10][C:9](=[O:25])[NH:8][C:7]3=2)[CH:3]=1, predict the reactants needed to synthesize it. The reactants are: [F:1][C:2]1[CH:28]=[N:27][C:26]2[C:4](=[N:5][N:6]3[C:11]([CH:12]4[CH2:17][CH2:16][N:15](C(OC(C)(C)C)=O)[CH2:14][CH2:13]4)=[CH:10][C:9](=[O:25])[NH:8][C:7]3=2)[CH:3]=1.[ClH:29]. (3) Given the product [Br:22][C:23]1[CH:28]=[CH:27][C:26]([CH:29]2[CH2:30][CH:34]2[C:35]([O:37][CH2:38][CH3:39])=[O:36])=[C:25]([F:31])[CH:24]=1, predict the reactants needed to synthesize it. The reactants are: C(C1OC[C@@H](C(C)(C)C)N=1)(C1OC[C@@H](C(C)(C)C)N=1)(C)C.[Br:22][C:23]1[CH:28]=[CH:27][C:26]([CH:29]=[CH2:30])=[C:25]([F:31])[CH:24]=1.[N+](=[CH:34][C:35]([O:37][CH2:38][CH3:39])=[O:36])=[N-]. (4) Given the product [N:7]1[CH:12]=[CH:11][C:10]([N:13]2[CH:19]=[CH:16][C:17]([NH2:18])=[N:14]2)=[CH:9][CH:8]=1, predict the reactants needed to synthesize it. The reactants are: C(=O)([O-])[O-].[K+].[K+].[N:7]1[CH:12]=[CH:11][C:10]([NH:13][NH2:14])=[CH:9][CH:8]=1.Cl[CH:16]([CH2:19]Cl)[C:17]#[N:18]. (5) Given the product [ClH:21].[O:1]1[C:6]2=[CH:7][CH:8]=[CH:9][C:5]2=[CH:4][C:3]([CH:10]2[C:19]3[C:14](=[CH:15][CH:16]=[CH:17][CH:18]=3)[CH2:13][CH2:12][N:11]2[CH3:20])=[CH:2]1, predict the reactants needed to synthesize it. The reactants are: [O:1]1[C:6]2=[CH:7][CH:8]=[CH:9][C:5]2=[CH:4][C:3]([CH:10]2[C:19]3[C:14](=[CH:15][CH:16]=[CH:17][CH:18]=3)[CH2:13][CH2:12][N:11]2[CH3:20])=[CH:2]1.[ClH:21].C(OCC)C. (6) Given the product [CH:7]1[C:16]2[CH:15]=[CH:14][CH:13]=[C:12]([CH:20]=[O:21])[C:11]=2[CH:10]=[CH:9][N:8]=1, predict the reactants needed to synthesize it. The reactants are: C([Li])CCC.Br[C:7]1[C:16]2[C:11](=[CH:12][CH:13]=[CH:14][CH:15]=2)[CH:10]=[CH:9][N:8]=1.CN([CH:20]=[O:21])C.C1([Li])C2C(=CC=CC=2)C=CN=1.[NH4+].[Cl-]. (7) Given the product [Cl:2][C:3]1[CH:8]=[CH:7][C:6]([N:9]([CH2:12][CH2:13][CH:14]2[CH2:18][CH2:17][CH2:16][CH2:15]2)[NH2:10])=[CH:5][CH:4]=1, predict the reactants needed to synthesize it. The reactants are: Cl.[Cl:2][C:3]1[CH:8]=[CH:7][C:6]([NH:9][NH2:10])=[CH:5][CH:4]=1.Br[CH2:12][CH2:13][CH:14]1[CH2:18][CH2:17][CH2:16][CH2:15]1. (8) Given the product [Cl:1][C:2]1[CH:3]=[CH:4][C:5]([C:9]2[N:13]([CH2:14][CH2:15][CH2:16][CH2:17][CH3:18])[C:12]3[CH:19]=[C:20]([F:24])[C:21]([F:23])=[CH:22][C:11]=3[N:10]=2)=[C:6]([CH:7]=1)[O:8][CH2:26][C:27]1[CH:34]=[CH:33][C:30]([C:31]#[N:32])=[CH:29][C:28]=1[F:35], predict the reactants needed to synthesize it. The reactants are: [Cl:1][C:2]1[CH:3]=[CH:4][C:5]([C:9]2[N:13]([CH2:14][CH2:15][CH2:16][CH2:17][CH3:18])[C:12]3[CH:19]=[C:20]([F:24])[C:21]([F:23])=[CH:22][C:11]=3[N:10]=2)=[C:6]([OH:8])[CH:7]=1.Br[CH2:26][C:27]1[CH:34]=[CH:33][C:30]([C:31]#[N:32])=[CH:29][C:28]=1[F:35].